Dataset: Reaction yield outcomes from USPTO patents with 853,638 reactions. Task: Predict the reaction yield, written as a fraction of the theoretical maximum amount of product (1.0 means a 100% yield; for example, 0.34 means a 34% yield). (1) The reactants are [CH:1]12[CH2:7][CH:4]([NH:5][CH2:6]1)[CH2:3][N:2]2[C:8]1[N:13]2[CH:14]=[N:15][N:16]=[C:12]2[CH:11]=[C:10]([C:17]2[CH:22]=[CH:21][N:20]=[C:19]([NH:23][CH:24]([C:26]3[CH:31]=[CH:30][CH:29]=[CH:28][CH:27]=3)[CH3:25])[CH:18]=2)[N:9]=1.[CH3:32][C:33]([CH3:35])=O.C(O[BH-](OC(=O)C)OC(=O)C)(=O)C.[Na+]. The catalyst is C(Cl)(Cl)Cl.C(Cl)Cl. The product is [NH3:2].[CH:33]([N:5]1[CH2:6][C@@H:1]2[CH2:7][C@H:4]1[CH2:3][N:2]2[C:8]1[N:16]2[N:15]=[CH:14][N:13]=[C:12]2[CH:11]=[C:10]([C:17]2[CH:22]=[CH:21][N:20]=[C:19]([NH:23][C@H:24]([C:26]3[CH:31]=[CH:30][CH:29]=[CH:28][CH:27]=3)[CH3:25])[CH:18]=2)[N:9]=1)([CH3:35])[CH3:32]. The yield is 0.0100. (2) The reactants are [N:1]1[CH:6]=[CH:5][C:4]([C:7]2[CH:22]=[C:10]3[N:11]=[CH:12][CH:13]=[C:14]([C:15]4[CH:16]=[C:17]([CH:19]=[CH:20][CH:21]=4)[NH2:18])[N:9]3[N:8]=2)=[CH:3][CH:2]=1.[F:23][CH:24]([F:34])[C:25]1[CH:26]=[C:27]([CH:31]=[CH:32][CH:33]=1)[C:28](Cl)=[O:29].C(N(CC)CC)C. The catalyst is CN1C(=O)CCC1. The product is [F:23][CH:24]([F:34])[C:25]1[CH:26]=[C:27]([CH:31]=[CH:32][CH:33]=1)[C:28]([NH:18][C:17]1[CH:19]=[CH:20][CH:21]=[C:15]([C:14]2[N:9]3[N:8]=[C:7]([C:4]4[CH:3]=[CH:2][N:1]=[CH:6][CH:5]=4)[CH:22]=[C:10]3[N:11]=[CH:12][CH:13]=2)[CH:16]=1)=[O:29]. The yield is 0.100.